Dataset: Reaction yield outcomes from USPTO patents with 853,638 reactions. Task: Predict the reaction yield, written as a fraction of the theoretical maximum amount of product (1.0 means a 100% yield; for example, 0.34 means a 34% yield). (1) The reactants are [F:1][C:2]1[C:35]([F:36])=[CH:34][CH:33]=[CH:32][C:3]=1[CH2:4][NH:5][C:6](=[O:31])[N:7]([C@H:9]([CH2:16][O:17][C:18](=[O:30])[NH:19][C:20]1[N:21]=[CH:22][C:23]2[C:28]([CH:29]=1)=[CH:27][CH:26]=[CH:25][CH:24]=2)[CH2:10][CH2:11][C:12](OC)=[O:13])[CH3:8].[H-].[H-].[H-].[H-].[Li+].[Al+3]. The catalyst is C1COCC1. The product is [CH:22]1[C:23]2[C:28](=[CH:27][CH:26]=[CH:25][CH:24]=2)[CH:29]=[C:20]([NH:19][C:18](=[O:30])[O:17][CH2:16][C@@H:9]([N:7]([CH3:8])[C:6]([NH:5][CH2:4][C:3]2[CH:32]=[CH:33][CH:34]=[C:35]([F:36])[C:2]=2[F:1])=[O:31])[CH2:10][CH2:11][CH2:12][OH:13])[N:21]=1. The yield is 0.550. (2) The reactants are [F:1][C:2]1[CH:3]=[C:4]([N:15]2[CH2:19][CH:18]([CH2:20][NH:21][C:22](=[O:24])[CH3:23])[O:17][C:16]2=[O:25])[CH:5]=[CH:6][C:7]=1[N:8]1[CH:12]=[C:11]([CH2:13]O)[N:10]=[CH:9]1.[CH2:26]([N:28](CC)CC)C.CS(Cl)(=O)=O.[C-]#N.[K+]. The catalyst is C(Cl)Cl.C(OCC)(=O)C. The product is [C:26]([CH2:13][C:11]1[N:10]=[CH:9][N:8]([C:7]2[CH:6]=[CH:5][C:4]([N:15]3[CH2:19][C@H:18]([CH2:20][NH:21][C:22](=[O:24])[CH3:23])[O:17][C:16]3=[O:25])=[CH:3][C:2]=2[F:1])[CH:12]=1)#[N:28]. The yield is 0.290. (3) The reactants are Br[C:2]1[CH:3]=[C:4]([CH2:8][O:9][SiH:10]([CH3:12])[CH3:11])[CH:5]=[CH:6][CH:7]=1.C[C:14]([CH3:17])([CH3:16])[CH3:15].[Li]CCCC.[B:23](OCCCC)([O:29]CCCC)[O:24]CCCC.OP(O)(O)=O. The catalyst is C1COCC1. The product is [CH3:15][C:14]([Si:10]([CH3:12])([CH3:11])[O:9][CH2:8][C:4]1[CH:3]=[C:2]([B:23]([OH:29])[OH:24])[CH:7]=[CH:6][CH:5]=1)([CH3:17])[CH3:16]. The yield is 0.745. (4) The reactants are C([Mg]Cl)CCC.C([Li])CCC.Br[C:13]1[CH:18]=[CH:17][C:16]([Br:19])=[CH:15][C:14]=1[F:20].CN(C)[CH:23]=[O:24]. The catalyst is O1CCCC1.CCCCCC.C(O)(=O)C.C1(C)C=CC=CC=1. The product is [Br:19][C:16]1[CH:17]=[CH:18][C:13]([CH:23]=[O:24])=[C:14]([F:20])[CH:15]=1. The yield is 0.820. (5) The reactants are C([Li])CCC.[CH3:6][C:7]1[N:8]([C:12]([C:25]2[CH:30]=[CH:29][CH:28]=[CH:27][CH:26]=2)([C:19]2[CH:24]=[CH:23][CH:22]=[CH:21][CH:20]=2)[C:13]2[CH:18]=[CH:17][CH:16]=[CH:15][CH:14]=2)[CH:9]=[CH:10][N:11]=1.[Cl:31][C:32]1[CH:39]=[CH:38][C:35]([CH:36]=[O:37])=[CH:34][CH:33]=1. The catalyst is C1COCC1. The product is [Cl:31][C:32]1[CH:39]=[CH:38][C:35]([CH:36]([OH:37])[CH2:6][C:7]2[N:8]([C:12]([C:13]3[CH:18]=[CH:17][CH:16]=[CH:15][CH:14]=3)([C:19]3[CH:20]=[CH:21][CH:22]=[CH:23][CH:24]=3)[C:25]3[CH:30]=[CH:29][CH:28]=[CH:27][CH:26]=3)[CH:9]=[CH:10][N:11]=2)=[CH:34][CH:33]=1. The yield is 0.631.